Predict the reactants needed to synthesize the given product. From a dataset of Full USPTO retrosynthesis dataset with 1.9M reactions from patents (1976-2016). (1) Given the product [NH2:1][C:2]1[N:10]=[CH:9][N:8]=[C:7]2[C:3]=1[N:4]=[C:38]([CH:39]([OH:34])[CH2:40][OH:36])[N:6]2[C:11]1[CH:16]=[CH:15][C:14]([NH:17][C:18]([NH:20][C:21]2[CH:26]=[CH:25][C:24]([Cl:27])=[C:23]([C:28]([F:31])([F:30])[F:29])[CH:22]=2)=[O:19])=[CH:13][CH:12]=1, predict the reactants needed to synthesize it. The reactants are: [NH2:1][C:2]1[N:10]=[CH:9][N:8]=[C:7]2[C:3]=1[N:4]=C(C=C)[N:6]2[C:11]1[CH:16]=[CH:15][C:14]([NH:17][C:18]([NH:20][C:21]2[CH:26]=[CH:25][C:24]([Cl:27])=[C:23]([C:28]([F:31])([F:30])[F:29])[CH:22]=2)=[O:19])=[CH:13][CH:12]=1.[OH:34]O.[O:36]1[CH2:40][CH2:39][CH2:38]C1. (2) Given the product [O:13]1[C:9]([C:6]2[CH:7]=[CH:8][C:3]([CH2:2][N:22]3[C:30]4[C:25](=[CH:26][CH:27]=[CH:28][CH:29]=4)[C:24]4([C:42]5[C:33](=[CH:34][C:35]6[O:40][CH2:39][C:38](=[O:17])[O:37][C:36]=6[CH:41]=5)[O:32][CH2:31]4)[CH2:23]3)=[CH:4][CH:5]=2)=[CH:10][CH:11]=[N:12]1, predict the reactants needed to synthesize it. The reactants are: Br[CH2:2][C:3]1[CH:8]=[CH:7][C:6]([C:9]2[O:13][N:12]=[CH:11][CH:10]=2)=[CH:5][CH:4]=1.BrCC1CCCC[O:17]1.[NH:22]1[C:30]2[C:25](=[CH:26][CH:27]=[CH:28][CH:29]=2)[C:24]2([C:42]3[C:33](=[CH:34][C:35]4[O:40][CH2:39][CH2:38][O:37][C:36]=4[CH:41]=3)[O:32][CH2:31]2)[C:23]1=O. (3) Given the product [CH3:26][C:24]1([CH3:27])[C:23]([CH3:28])([CH3:29])[O:22][B:21]([C:18]2[CH:17]=[CH:16][C:15]([CH2:14][S:1][C:5]3[O:12][C:7]4[CH:8]=[CH:9][CH:10]=[CH:11][C:6]=4[CH:4]=3)=[CH:20][CH:19]=2)[O:25]1, predict the reactants needed to synthesize it. The reactants are: [S:1]1[CH:5]=[C:4]([C:6]2[CH:11]=[CH:10][CH:9]=[CH:8][C:7]=2[OH:12])N=N1.Br[CH2:14][C:15]1[CH:20]=[CH:19][C:18]([B:21]2[O:25][C:24]([CH3:27])([CH3:26])[C:23]([CH3:29])([CH3:28])[O:22]2)=[CH:17][CH:16]=1.C([O-])([O-])=O.[K+].[K+]. (4) Given the product [Cl:28][C:29]1[CH:30]=[C:31]2[C:40](=[CH:41][CH:42]=1)[C:39]([NH:43][CH2:44][CH2:45][CH2:46][CH2:47][CH2:48][NH:49][C:13](=[O:15])[CH2:12][CH2:11][CH2:10][C:3]1[C:4]3[C:9](=[CH:8][CH:7]=[CH:6][CH:5]=3)[NH:1][CH:2]=1)=[C:38]1[C:33]([CH2:34][CH2:35][CH2:36][CH2:37]1)=[N:32]2, predict the reactants needed to synthesize it. The reactants are: [NH:1]1[C:9]2[C:4](=[CH:5][CH:6]=[CH:7][CH:8]=2)[C:3]([CH2:10][CH2:11][CH2:12][C:13]([OH:15])=O)=[CH:2]1.C(N1C=CN=C1)(N1C=CN=C1)=O.[Cl:28][C:29]1[CH:30]=[C:31]2[C:40](=[CH:41][CH:42]=1)[C:39]([NH:43][CH2:44][CH2:45][CH2:46][CH2:47][CH2:48][NH2:49])=[C:38]1[C:33]([CH2:34][CH2:35][CH2:36][CH2:37]1)=[N:32]2. (5) Given the product [CH3:20][O:21][C:22]1[CH:29]=[CH:28][CH:27]=[CH:26][C:23]=1[CH2:24][NH:25][C:3]1[S:4]/[C:5](=[CH:9]\[C:10]2[CH:11]=[C:12]3[C:17](=[CH:18][CH:19]=2)[N:16]=[CH:15][CH:14]=[CH:13]3)/[C:6](=[O:8])[N:7]=1, predict the reactants needed to synthesize it. The reactants are: CS[C:3]1[S:4]/[C:5](=[CH:9]\[C:10]2[CH:11]=[C:12]3[C:17](=[CH:18][CH:19]=2)[N:16]=[CH:15][CH:14]=[CH:13]3)/[C:6](=[O:8])[N:7]=1.[CH3:20][O:21][C:22]1[CH:29]=[CH:28][CH:27]=[CH:26][C:23]=1[CH2:24][NH2:25].CCN(C(C)C)C(C)C. (6) Given the product [CH3:11][N:8]1[C:9]2[C:5](=[CH:4][CH:3]=[C:2]([C:19]3[CH:20]=[N:15][CH:16]=[N:17][CH:18]=3)[CH:10]=2)[C:6]([CH3:14])([CH3:13])[C:7]1=[O:12], predict the reactants needed to synthesize it. The reactants are: Br[C:2]1[CH:10]=[C:9]2[C:5]([C:6]([CH3:14])([CH3:13])[C:7](=[O:12])[N:8]2[CH3:11])=[CH:4][CH:3]=1.[N:15]1[CH:20]=[C:19](B(O)O)[CH:18]=[N:17][CH:16]=1. (7) Given the product [C:42]([CH:36]1[C:35]([CH3:44])([CH3:34])[CH2:40][C:39]2[N:7]([CH2:6][O:5][CH2:4][CH2:3][Si:2]([CH3:1])([CH3:32])[CH3:33])[N:8]=[C:9]([C:29]([OH:31])=[O:30])[C:38]=2[CH2:37]1)#[N:43], predict the reactants needed to synthesize it. The reactants are: [CH3:1][Si:2]([CH3:33])([CH3:32])[CH2:3][CH2:4][O:5][CH2:6][N:7]1C2CC(C3C=NN(COCC[Si](C)(C)C)C=3)CCC=2[C:9]([C:29]([OH:31])=[O:30])=[N:8]1.[CH3:34][C:35]1([CH3:44])[CH2:40][CH2:39][C:38](=O)[CH2:37][CH:36]1[C:42]#[N:43]. (8) Given the product [CH2:22]([Sn:17]([CH2:13][CH2:14][CH2:15][CH3:16])([CH2:18][CH2:19][CH2:20][CH3:21])[C:10]1[S:6](=[O:12])(=[O:11])[CH2:7][CH2:8][CH:9]=1)[CH2:23][CH2:24][CH3:25], predict the reactants needed to synthesize it. The reactants are: C([Li])CCC.[S:6]1(=[O:12])(=[O:11])[CH:10]=[CH:9][CH2:8][CH2:7]1.[CH2:13]([Sn:17](Cl)([CH2:22][CH2:23][CH2:24][CH3:25])[CH2:18][CH2:19][CH2:20][CH3:21])[CH2:14][CH2:15][CH3:16].